Dataset: Forward reaction prediction with 1.9M reactions from USPTO patents (1976-2016). Task: Predict the product of the given reaction. (1) Given the reactants [CH3:1][O:2][C:3]([C:5]1[C:6]2[C:7](=[O:21])[CH:8]=[C:9]([C:16]([O:18][CH2:19][CH3:20])=[O:17])[NH:10][C:11]=2[C:12](Cl)=[CH:13][CH:14]=1)=[O:4].CCN(CC)CC, predict the reaction product. The product is: [CH3:1][O:2][C:3]([C:5]1[C:6]2[C:7](=[O:21])[CH:8]=[C:9]([C:16]([O:18][CH2:19][CH3:20])=[O:17])[NH:10][C:11]=2[CH:12]=[CH:13][CH:14]=1)=[O:4]. (2) The product is: [Cl:1][C:2]1[CH:7]=[CH:6][C:5]([S:8]([C:11]2([C:33]3[CH:38]=[C:37]([F:39])[CH:36]=[CH:35][C:34]=3[F:40])[CH2:16][CH2:15][CH:14]([NH:17][S:18]([N:21]3[CH2:25][CH2:24][C@@H:23]([OH:26])[CH2:22]3)(=[O:20])=[O:19])[CH2:13][CH2:12]2)(=[O:10])=[O:9])=[CH:4][CH:3]=1. Given the reactants [Cl:1][C:2]1[CH:7]=[CH:6][C:5]([S:8]([C:11]2([C:33]3[CH:38]=[C:37]([F:39])[CH:36]=[CH:35][C:34]=3[F:40])[CH2:16][CH2:15][CH:14]([NH:17][S:18]([N:21]3[CH2:25][CH2:24][C@@H:23]([O:26]C(=O)C(C)(C)C)[CH2:22]3)(=[O:20])=[O:19])[CH2:13][CH2:12]2)(=[O:10])=[O:9])=[CH:4][CH:3]=1.CC(C[AlH]CC(C)C)C, predict the reaction product. (3) Given the reactants C(N(C(C)C)CC)(C)C.CN(C(ON1N=NC2C=CC=CC1=2)=[N+](C)C)C.F[P-](F)(F)(F)(F)F.[CH3:34][N:35]([CH3:41])[C@H:36]1[CH2:40][CH2:39][NH:38][CH2:37]1.[CH2:42]([O:44][C:45](=[O:57])[CH2:46][N:47]1[CH:51]=[CH:50][N:49]=[C:48]1[CH2:52][CH2:53][C:54](O)=[O:55])[CH3:43], predict the reaction product. The product is: [CH3:34][N:35]([CH3:41])[C@H:36]1[CH2:40][CH2:39][N:38]([C:54](=[O:55])[CH2:53][CH2:52][C:48]2[N:47]([CH2:46][C:45]([O:44][CH2:42][CH3:43])=[O:57])[CH:51]=[CH:50][N:49]=2)[CH2:37]1. (4) Given the reactants [F:1][C:2]1[CH:3]=[N:4][C:5]([N:8]2[CH2:15][CH:14]3[C:10]([C:27]4[CH:28]=[N:29][CH:30]=[CH:31][CH:32]=4)([N:11]([C:16]([NH:18][C:19](=[O:26])[C:20]4[CH:25]=[CH:24][CH:23]=[CH:22][CH:21]=4)=[S:17])[O:12][CH2:13]3)[CH2:9]2)=[N:6][CH:7]=1, predict the reaction product. The product is: [F:1][C:2]1[CH:3]=[N:4][C:5]([N:8]2[CH2:15][CH:14]([CH2:13][OH:12])[C:10]([NH:11][C:16]([NH:18][C:19](=[O:26])[C:20]3[CH:21]=[CH:22][CH:23]=[CH:24][CH:25]=3)=[S:17])([C:27]3[CH:28]=[N:29][CH:30]=[CH:31][CH:32]=3)[CH2:9]2)=[N:6][CH:7]=1. (5) The product is: [F:23][C:24]1[CH:29]=[CH:28][C:27]([S:30]([N:18]2[CH2:19][CH2:20][CH:15]([O:14][CH:6]([C:7]3[CH:8]=[CH:9][C:10]([Cl:13])=[CH:11][CH:12]=3)[C:5]3[CH:21]=[CH:22][C:2]([Cl:1])=[CH:3][CH:4]=3)[CH2:16][CH2:17]2)(=[O:32])=[O:31])=[CH:26][CH:25]=1. Given the reactants [Cl:1][C:2]1[CH:22]=[CH:21][C:5]([CH:6]([O:14][CH:15]2[CH2:20][CH2:19][NH:18][CH2:17][CH2:16]2)[C:7]2[CH:12]=[CH:11][C:10]([Cl:13])=[CH:9][CH:8]=2)=[CH:4][CH:3]=1.[F:23][C:24]1[CH:29]=[CH:28][C:27]([S:30](Cl)(=[O:32])=[O:31])=[CH:26][CH:25]=1.C(=O)([O-])[O-].C(O)C(N)(CO)CO, predict the reaction product.